This data is from Forward reaction prediction with 1.9M reactions from USPTO patents (1976-2016). The task is: Predict the product of the given reaction. (1) Given the reactants [Cl:1][C:2]1[CH:7]=[CH:6][C:5]([CH2:8]Cl)=[CH:4][N+:3]=1[O-:10].[NH:11]1[CH2:16][CH2:15][O:14][CH2:13][CH2:12]1.C(=O)([O-])[O-].[K+].[K+], predict the reaction product. The product is: [Cl:1][C:2]1[N+:3]([O-:10])=[CH:4][C:5]([CH2:8][N:11]2[CH2:16][CH2:15][O:14][CH2:13][CH2:12]2)=[CH:6][CH:7]=1. (2) The product is: [ClH:51].[ClH:51].[O:38]1[C:47]2[CH:46]=[C:45]([CH2:48][NH:22][CH2:21][C@@H:18]3[CH2:19][CH2:20][N:16]([CH2:15][C@H:14]4[N:9]5[C:10]6[C:11](=[C:2]([F:1])[CH:3]=[N:4][C:5]=6[CH:6]=[CH:7][C:8]5=[O:30])[O:12][CH2:13]4)[CH2:17]3)[N:44]=[CH:43][C:42]=2[O:41][CH2:40][CH2:39]1. Given the reactants [F:1][C:2]1[CH:3]=[N:4][C:5]2[CH:6]=[CH:7][C:8](=[O:30])[N:9]3[C@H:14]([CH2:15][N:16]4[CH2:20][CH2:19][C@@H:18]([CH2:21][NH:22]C(=O)OC(C)(C)C)[CH2:17]4)[CH2:13][O:12][C:11]=1[C:10]=23.FC(F)(F)C(O)=O.[O:38]1[C:47]2[CH:46]=[C:45]([CH:48]=O)[N:44]=[CH:43][C:42]=2[O:41][CH2:40][CH2:39]1.C(Cl)[Cl:51], predict the reaction product. (3) Given the reactants [C:1]1([CH2:7][O:8][N:9]2[C:15](=[O:16])[N:14]3[CH2:17][C@H:10]2[CH2:11][CH2:12][C@H:13]3[C:18]([OH:20])=O)[CH:6]=[CH:5][CH:4]=[CH:3][CH:2]=1.C(N(CC)CC)C.[I-].ClC1C=CC=C[N+]=1C.[NH2:37][C:38]1[CH:39]=[C:40]2[C:45](=[CH:46][CH:47]=1)[CH2:44][N:43]([C:48]([O:50][C:51]([CH3:54])([CH3:53])[CH3:52])=[O:49])[CH2:42][CH2:41]2, predict the reaction product. The product is: [C:51]([O:50][C:48]([N:43]1[CH2:42][CH2:41][C:40]2[C:45](=[CH:46][CH:47]=[C:38]([NH:37][C:18]([C@@H:13]3[CH2:12][CH2:11][C@@H:10]4[CH2:17][N:14]3[C:15](=[O:16])[N:9]4[O:8][CH2:7][C:1]3[CH:2]=[CH:3][CH:4]=[CH:5][CH:6]=3)=[O:20])[CH:39]=2)[CH2:44]1)=[O:49])([CH3:54])([CH3:52])[CH3:53]. (4) Given the reactants [C:1]([O:5][C:6]([NH:8][C:9]1([C:13]2[CH:18]=[CH:17][C:16]([C:19]3[O:27][C:26]4[C:25]([C:28](OC)=[O:29])=[CH:24][N:23]([CH3:32])[C:22](=[O:33])[C:21]=4[C:20]=3[C:34]3[CH:39]=[CH:38][CH:37]=[CH:36][CH:35]=3)=[CH:15][CH:14]=2)[CH2:12][CH2:11][CH2:10]1)=[O:7])([CH3:4])([CH3:3])[CH3:2].C[N:41](C=O)C, predict the reaction product. The product is: [C:28]([C:25]1[C:26]2[O:27][C:19]([C:16]3[CH:17]=[CH:18][C:13]([C:9]4([NH:8][C:6](=[O:7])[O:5][C:1]([CH3:4])([CH3:3])[CH3:2])[CH2:12][CH2:11][CH2:10]4)=[CH:14][CH:15]=3)=[C:20]([C:34]3[CH:39]=[CH:38][CH:37]=[CH:36][CH:35]=3)[C:21]=2[C:22](=[O:33])[N:23]([CH3:32])[CH:24]=1)(=[O:29])[NH2:41]. (5) The product is: [C:18]([C:22]1[CH:27]=[CH:26][C:25]([S:28]([NH:1][C:2]2[CH:7]=[CH:6][C:5]([Cl:8])=[CH:4][C:3]=2[C:9]([C:11]2[CH:16]=[CH:15][N:14]=[C:13]([CH3:17])[CH:12]=2)=[O:10])(=[O:30])=[O:29])=[CH:24][CH:23]=1)([CH3:21])([CH3:19])[CH3:20]. Given the reactants [NH2:1][C:2]1[CH:7]=[CH:6][C:5]([Cl:8])=[CH:4][C:3]=1[C:9]([C:11]1[CH:16]=[CH:15][N:14]=[C:13]([CH3:17])[CH:12]=1)=[O:10].[C:18]([C:22]1[CH:27]=[CH:26][C:25]([S:28](Cl)(=[O:30])=[O:29])=[CH:24][CH:23]=1)([CH3:21])([CH3:20])[CH3:19], predict the reaction product. (6) Given the reactants [OH:1][C:2]1[C:11]2[C:6](=[CH:7][CH:8]=[CH:9][CH:10]=2)[C:5]([CH:12]=[O:13])=[CH:4][CH:3]=1.Cl[C:15]1[CH:20]=[C:19]([C:21]#[N:22])[CH:18]=[CH:17][N:16]=1.C([O-])([O-])=[O:24].[K+].[K+], predict the reaction product. The product is: [CH:12]([C:5]1[C:6]2[C:11](=[CH:10][CH:9]=[CH:8][CH:7]=2)[C:2]([O:1][C:15]2[CH:20]=[C:19]([CH:18]=[CH:17][N:16]=2)[C:21]([NH2:22])=[O:24])=[CH:3][CH:4]=1)=[O:13]. (7) Given the reactants Br[C:2]1[O:6][C:5]([C:7]([CH3:10])([CH3:9])[CH3:8])=[N:4][C:3]=1[C@@H:11]1[CH2:16][CH2:15][C@H:14]([F:17])[CH2:13][C@H:12]1[C:18]([O:20][CH3:21])=[O:19].C1C=C(S([O-])(=O)=O)C=C(P(C2C=CC=C(S([O-])(=O)=O)C=2)C2C=CC=C(S([O-])(=O)=O)C=2)C=1.[Na+].[Na+].[Na+].C(C1(NC([C@@H]2C[C@@H](F)CC[C@H]2C2N=C(C3C=NC=C(F)C=3)SC=2[C:76]2[CH:81]=[CH:80][C:79]([N:82]3[CH2:87][CH2:86][S:85](=[O:89])(=O)[CH2:84][CH2:83]3)=[CH:78][CH:77]=2)=O)CC1)#N.[CH3:97][N:98](C=O)C, predict the reaction product. The product is: [C:7]([C:5]1[O:6][C:2]([C:76]2[CH:77]=[CH:78][C:79]([N:82]3[CH2:83][CH2:84][S:85](=[N:98][CH3:97])(=[O:89])[CH2:86][CH2:87]3)=[CH:80][CH:81]=2)=[C:3]([C@@H:11]2[CH2:16][CH2:15][C@H:14]([F:17])[CH2:13][C@H:12]2[C:18]([O:20][CH3:21])=[O:19])[N:4]=1)([CH3:10])([CH3:9])[CH3:8].